Dataset: Peptide-MHC class I binding affinity with 185,985 pairs from IEDB/IMGT. Task: Regression. Given a peptide amino acid sequence and an MHC pseudo amino acid sequence, predict their binding affinity value. This is MHC class I binding data. The peptide sequence is RTLNAWVKVV. The MHC is HLA-B58:01 with pseudo-sequence HLA-B58:01. The binding affinity (normalized) is 0.